This data is from Forward reaction prediction with 1.9M reactions from USPTO patents (1976-2016). The task is: Predict the product of the given reaction. (1) Given the reactants [F:1][C:2]([F:12])([F:11])[C:3]1[CH:4]=[C:5]([NH:9][CH3:10])[CH:6]=[CH:7][CH:8]=1.[Cl:13][CH2:14][C:15](Cl)=[O:16].C([N+](CCCC)(CCCC)CCCC)CCC.C([O-])([O-])=O.[K+].[K+], predict the reaction product. The product is: [Cl:13][CH2:14][C:15]([N:9]([CH3:10])[C:5]1[CH:6]=[CH:7][CH:8]=[C:3]([C:2]([F:1])([F:11])[F:12])[CH:4]=1)=[O:16]. (2) Given the reactants [OH-].[Na+].[CH3:3][C:4]([O:7][C:8]([N:10]([CH2:12][C:13]1[CH:18]=[C:17]([C:19]2[CH:24]=[CH:23][CH:22]=[CH:21][CH:20]=2)[C:16]([C:25]([O:27]C)=[O:26])=[CH:15][CH:14]=1)[CH3:11])=[O:9])([CH3:6])[CH3:5], predict the reaction product. The product is: [CH3:6][C:4]([O:7][C:8]([N:10]([CH2:12][C:13]1[CH:18]=[C:17]([C:19]2[CH:24]=[CH:23][CH:22]=[CH:21][CH:20]=2)[C:16]([C:25]([OH:27])=[O:26])=[CH:15][CH:14]=1)[CH3:11])=[O:9])([CH3:3])[CH3:5]. (3) The product is: [NH2:1][C:2]1[C:3]2[N:4]([N:12]=[C:13]([C:15]3[O:16][CH:17]=[CH:18][CH:19]=3)[N:14]=2)[CH:5]=[C:6]([SH:8])[N:7]=1. Given the reactants [NH2:1][C:2]1[C:3]2[N:4]([N:12]=[C:13]([C:15]3[O:16][CH:17]=[CH:18][CH:19]=3)[N:14]=2)[CH:5]=[C:6]([S:8]C(=N)N)[N:7]=1.[OH-].[K+].Cl, predict the reaction product.